From a dataset of Retrosynthesis with 50K atom-mapped reactions and 10 reaction types from USPTO. Predict the reactants needed to synthesize the given product. (1) Given the product CCCC(=O)c1cnc2c(OCCOC)cccc2c1Nc1ccc(F)cc1C, predict the reactants needed to synthesize it. The reactants are: CCCC(=O)c1cnc2c(O)cccc2c1Nc1ccc(F)cc1C.COCCCl. (2) Given the product CC1=Cc2c(cccc2-c2cc(C)cc(C)c2)C1, predict the reactants needed to synthesize it. The reactants are: CC1=Cc2c(Cl)cccc2C1.Cc1cc(C)cc([Mg+])c1.